From a dataset of Reaction yield outcomes from USPTO patents with 853,638 reactions. Predict the reaction yield, written as a fraction of the theoretical maximum amount of product (1.0 means a 100% yield; for example, 0.34 means a 34% yield). (1) The reactants are C(O[C:4](=[O:10])[CH2:5][S:6]([CH3:9])(=[O:8])=[O:7])C.[H-].[Na+].[H][H].[CH3:15][N:16]1C(=O)O[C:19](=[O:20])[C:18]2=[CH:24][CH:25]=[CH:26][CH:27]=[C:17]12.Cl. The catalyst is CC(N(C)C)=O. The product is [OH:20][C:19]1[C:18]2[C:17](=[CH:27][CH:26]=[CH:25][CH:24]=2)[N:16]([CH3:15])[C:4](=[O:10])[C:5]=1[S:6]([CH3:9])(=[O:7])=[O:8]. The yield is 0.480. (2) The reactants are Cl[C:2]1[N:3](C)[C:4]([C:12]2[CH:17]=[CH:16][CH:15]=[CH:14][CH:13]=2)=[CH:5][C:6]=1[C:7]([O:9][CH2:10][CH3:11])=[O:8]. The catalyst is CO.[Pd]. The product is [C:12]1([C:4]2[NH:3][CH:2]=[C:6]([C:7]([O:9][CH2:10][CH3:11])=[O:8])[CH:5]=2)[CH:13]=[CH:14][CH:15]=[CH:16][CH:17]=1. The yield is 0.910. (3) The reactants are [CH3:1][O:2][C:3]1[CH:25]=[CH:24][C:6]([C:7]([NH:9][C:10]2[CH:15]=[C:14]([C:16]3[NH:17][CH:18]=[CH:19][CH:20]=3)[CH:13]=[CH:12][C:11]=2[N+:21]([O-])=O)=[O:8])=[CH:5][CH:4]=1.C1COCC1.O.O.[Sn](Cl)Cl.C([O-])(=O)C.[NH4+]. The catalyst is CCOC(C)=O.O.CO. The product is [NH2:21][C:11]1[CH:12]=[CH:13][C:14]([C:16]2[NH:17][CH:18]=[CH:19][CH:20]=2)=[CH:15][C:10]=1[NH:9][C:7](=[O:8])[C:6]1[CH:24]=[CH:25][C:3]([O:2][CH3:1])=[CH:4][CH:5]=1. The yield is 0.120. (4) The reactants are [Cl-].O[NH3+:3].[C:4](=[O:7])([O-])[OH:5].[Na+].CS(C)=O.[CH2:13]([C:17]1[N:18]=[C:19]([CH3:46])[N:20]([C:39]2[CH:44]=[CH:43][CH:42]=[C:41]([Cl:45])[CH:40]=2)[C:21](=[O:38])[C:22]=1[CH2:23][C:24]1[CH:29]=[CH:28][C:27]([C:30]2[C:31]([C:36]#[N:37])=[CH:32][CH:33]=[CH:34][CH:35]=2)=[CH:26][CH:25]=1)[CH2:14][CH2:15][CH3:16]. The catalyst is O.C(OCC)(=O)C. The product is [CH2:13]([C:17]1[N:18]=[C:19]([CH3:46])[N:20]([C:39]2[CH:44]=[CH:43][CH:42]=[C:41]([Cl:45])[CH:40]=2)[C:21](=[O:38])[C:22]=1[CH2:23][C:24]1[CH:25]=[CH:26][C:27]([C:30]2[CH:35]=[CH:34][CH:33]=[CH:32][C:31]=2[C:36]2[NH:3][C:4](=[O:7])[O:5][N:37]=2)=[CH:28][CH:29]=1)[CH2:14][CH2:15][CH3:16]. The yield is 0.600.